Dataset: Peptide-MHC class I binding affinity with 185,985 pairs from IEDB/IMGT. Task: Regression. Given a peptide amino acid sequence and an MHC pseudo amino acid sequence, predict their binding affinity value. This is MHC class I binding data. (1) The MHC is HLA-A31:01 with pseudo-sequence HLA-A31:01. The binding affinity (normalized) is 0.0847. The peptide sequence is EFFGWAEGY. (2) The peptide sequence is WLSLLVPFV. The MHC is HLA-A02:02 with pseudo-sequence HLA-A02:02. The binding affinity (normalized) is 0.785. (3) The peptide sequence is CYMHVSDYY. The MHC is HLA-B39:01 with pseudo-sequence HLA-B39:01. The binding affinity (normalized) is 0.0847. (4) The peptide sequence is AIITPVVFYR. The MHC is HLA-A33:01 with pseudo-sequence HLA-A33:01. The binding affinity (normalized) is 0.470. (5) The peptide sequence is FMYEGDTPL. The MHC is HLA-C08:02 with pseudo-sequence HLA-C08:02. The binding affinity (normalized) is 0.492. (6) The peptide sequence is WMACHSAAF. The MHC is HLA-A68:02 with pseudo-sequence HLA-A68:02. The binding affinity (normalized) is 0.368. (7) The peptide sequence is IELGPHYTPKI. The MHC is H-2-Kk with pseudo-sequence H-2-Kk. The binding affinity (normalized) is 0.437.